Predict the product of the given reaction. From a dataset of Forward reaction prediction with 1.9M reactions from USPTO patents (1976-2016). Given the reactants [NH2:1][C:2]1[S:3][C:4]2[CH:10]=[CH:9][CH:8]=[C:7]([O:11][CH3:12])[C:5]=2[N:6]=1.[NH2:13][C:14](N)=[O:15].N, predict the reaction product. The product is: [CH3:12][O:11][C:7]1[C:5]2[N:6]=[C:2]([NH:1][C:14]([NH2:13])=[O:15])[S:3][C:4]=2[CH:10]=[CH:9][CH:8]=1.